Dataset: Full USPTO retrosynthesis dataset with 1.9M reactions from patents (1976-2016). Task: Predict the reactants needed to synthesize the given product. (1) The reactants are: [CH3:1][C@H:2]([C@H:6]1[C@H:8]([CH2:9][C@H:10]2[CH2:15][O:14][C@@H:13]([CH2:16]/[C:17](/[CH3:33])=[CH:18]/[C:19]([O:21][CH2:22][CH2:23][CH2:24][CH2:25][CH2:26][CH2:27][CH2:28][CH2:29][C:30]([O-:32])=[O:31])=[O:20])[C@H:12]([OH:34])[C@@H:11]2[OH:35])[O:7]1)[C@H:3]([CH3:5])[OH:4].[CH3:36][C@H:37]([C@H:41]1[C@H:43]([CH2:44][C@H:45]2[CH2:50][O:49][C@@H:48]([CH2:51]/[C:52](/[CH3:68])=[CH:53]/[C:54]([O:56][CH2:57][CH2:58][CH2:59][CH2:60][CH2:61][CH2:62][CH2:63][CH2:64][C:65]([O-:67])=[O:66])=[O:55])[C@H:47]([OH:69])[C@@H:46]2[OH:70])[O:42]1)[C@H:38]([CH3:40])[OH:39].[Ca+2:71].[OH2:72]. Given the product [CH3:1][C@H:2]([C@H:6]1[C@H:8]([CH2:9][C@H:10]2[CH2:15][O:14][C@@H:13]([CH2:16]/[C:17](/[CH3:33])=[CH:18]/[C:19]([O:21][CH2:22][CH2:23][CH2:24][CH2:25][CH2:26][CH2:27][CH2:28][CH2:29][C:30]([O-:32])=[O:31])=[O:20])[C@H:12]([OH:34])[C@@H:11]2[OH:35])[O:7]1)[C@H:3]([CH3:5])[OH:4].[CH3:36][C@H:37]([C@H:41]1[C@H:43]([CH2:44][C@H:45]2[CH2:50][O:49][C@@H:48]([CH2:51]/[C:52](/[CH3:68])=[CH:53]/[C:54]([O:56][CH2:57][CH2:58][CH2:59][CH2:60][CH2:61][CH2:62][CH2:63][CH2:64][C:65]([O-:67])=[O:66])=[O:55])[C@H:47]([OH:69])[C@@H:46]2[OH:70])[O:42]1)[C@H:38]([CH3:40])[OH:39].[OH2:72].[OH2:4].[Ca+2:71], predict the reactants needed to synthesize it. (2) Given the product [CH2:17]([C@@H:19]1[NH:20][CH2:21][CH2:22][N:23]([C:37]2[N:38]([CH2:41][C:42]([F:43])([F:45])[F:44])[C:39]3[C:35]([N:36]=2)=[C:34]([N:47]2[CH2:48][CH2:49][O:50][CH2:51][CH2:52]2)[N:33]=[C:32]([C:29]2[CH:28]=[N:27][C:26]([NH2:25])=[N:31][CH:30]=2)[N:40]=3)[CH2:24]1)[CH3:18], predict the reactants needed to synthesize it. The reactants are: C(N(C(C)C)CC)(C)C.CN1CCCC1=O.[CH2:17]([C@H:19]1[CH2:24][NH:23][CH2:22][CH2:21][NH:20]1)[CH3:18].[NH2:25][C:26]1[N:31]=[CH:30][C:29]([C:32]2[N:40]=[C:39]3[C:35]([N:36]=[C:37](Cl)[N:38]3[CH2:41][C:42]([F:45])([F:44])[F:43])=[C:34]([N:47]3[CH2:52][CH2:51][O:50][CH2:49][CH2:48]3)[N:33]=2)=[CH:28][N:27]=1. (3) Given the product [C:1]([NH:4][C:5]1[CH:10]=[CH:9][C:8]([CH2:11][CH:12]([CH:14]2[CH2:19][CH2:18][N:17]([C:20]([O:22][C:23]([CH3:26])([CH3:25])[CH3:24])=[O:21])[CH2:16][CH2:15]2)[OH:13])=[CH:7][CH:6]=1)(=[O:3])[CH3:2], predict the reactants needed to synthesize it. The reactants are: [C:1]([NH:4][C:5]1[CH:10]=[CH:9][C:8]([CH2:11][C:12]([CH:14]2[CH2:19][CH2:18][N:17]([C:20]([O:22][C:23]([CH3:26])([CH3:25])[CH3:24])=[O:21])[CH2:16][CH2:15]2)=[O:13])=[CH:7][CH:6]=1)(=[O:3])[CH3:2].[BH4-].[Na+]. (4) Given the product [CH3:9][C:5]1[C:6]([NH2:8])=[N:7][C:2]([NH:24][C:21]2[CH:22]=[CH:23][C:18]([O:17][CH2:16][CH2:15][N:10]3[CH2:14][CH2:13][CH2:12][CH2:11]3)=[CH:19][CH:20]=2)=[N:3][CH:4]=1, predict the reactants needed to synthesize it. The reactants are: Cl[C:2]1[N:7]=[C:6]([NH2:8])[C:5]([CH3:9])=[CH:4][N:3]=1.[N:10]1([CH2:15][CH2:16][O:17][C:18]2[CH:23]=[CH:22][C:21]([NH2:24])=[CH:20][CH:19]=2)[CH2:14][CH2:13][CH2:12][CH2:11]1. (5) Given the product [NH2:27][C:28]1[CH:33]=[CH:32][C:31]([O:15][CH:16]2[CH2:17][CH2:18][CH:19]([C:22]([O:24][CH2:25][CH3:26])=[O:23])[CH2:20][CH2:21]2)=[CH:30][C:29]=1[N+:35]([O-:37])=[O:36], predict the reactants needed to synthesize it. The reactants are: N(C(OC(C)C)=O)=NC(OC(C)C)=O.[OH:15][CH:16]1[CH2:21][CH2:20][CH:19]([C:22]([O:24][CH2:25][CH3:26])=[O:23])[CH2:18][CH2:17]1.[NH2:27][C:28]1[CH:33]=[CH:32][C:31](O)=[CH:30][C:29]=1[N+:35]([O-:37])=[O:36].C1(P(C2C=CC=CC=2)C2C=CC=CC=2)C=CC=CC=1. (6) Given the product [CH:1]1([NH:6][C:7](=[O:21])[C:8]2[CH:13]=[CH:12][CH:11]=[C:10]([CH2:14][CH:15]3[CH2:20][CH2:19][N:18]([CH2:23][CH2:24][O:25][C:26]4[CH:35]=[CH:34][CH:33]=[C:32]5[C:27]=4[CH:28]=[CH:29][C:30]([CH3:36])=[N:31]5)[CH2:17][CH2:16]3)[CH:9]=2)[CH2:5][CH2:4][CH2:3][CH2:2]1, predict the reactants needed to synthesize it. The reactants are: [CH:1]1([NH:6][C:7](=[O:21])[C:8]2[CH:13]=[CH:12][CH:11]=[C:10]([CH2:14][CH:15]3[CH2:20][CH2:19][NH:18][CH2:17][CH2:16]3)[CH:9]=2)[CH2:5][CH2:4][CH2:3][CH2:2]1.Br[CH2:23][CH2:24][O:25][C:26]1[CH:35]=[CH:34][CH:33]=[C:32]2[C:27]=1[CH:28]=[CH:29][C:30]([CH3:36])=[N:31]2. (7) Given the product [CH3:1][O:2][CH:3]1[CH2:7][CH2:6][N:5]([C:8]2[CH:9]=[C:10]([S:14]([Cl:25])(=[O:16])=[O:15])[CH:11]=[CH:12][CH:13]=2)[CH2:4]1, predict the reactants needed to synthesize it. The reactants are: [CH3:1][O:2][CH:3]1[CH2:7][CH2:6][N:5]([C:8]2[CH:9]=[C:10]([S:14]([O-:16])=[O:15])[CH:11]=[CH:12][CH:13]=2)[CH2:4]1.[Li+].C1C(=O)N([Cl:25])C(=O)C1.CN1CCC2C(=C(N)C=CC=2)C1. (8) Given the product [C:1]1([C:7]2([CH3:15])[N:11]([CH3:12])[C:10](=[O:13])[N:9]([CH2:17][C:18](=[O:19])[C:20]3[NH:21][CH:22]=[CH:23][CH:24]=3)[C:8]2=[O:14])[CH2:6][CH2:5][CH2:4][CH2:3][CH:2]=1, predict the reactants needed to synthesize it. The reactants are: [C:1]1([C:7]2([CH3:15])[N:11]([CH3:12])[C:10](=[O:13])[NH:9][C:8]2=[O:14])[CH2:6][CH2:5][CH2:4][CH2:3][CH:2]=1.Br[CH2:17][C:18]([C:20]1[NH:21][CH:22]=[CH:23][CH:24]=1)=[O:19]. (9) The reactants are: [H-].[H-].[H-].[H-].[Li+].[Al+3].[CH2:7]([N:14]1[C:18]([C:19](OCC)=[O:20])=[CH:17][C:16]([CH3:24])=[N:15]1)[C:8]1[CH:13]=[CH:12][CH:11]=[CH:10][CH:9]=1. Given the product [CH2:7]([N:14]1[C:18]([CH2:19][OH:20])=[CH:17][C:16]([CH3:24])=[N:15]1)[C:8]1[CH:9]=[CH:10][CH:11]=[CH:12][CH:13]=1, predict the reactants needed to synthesize it. (10) The reactants are: [C:1]1([N:7]2[C:11]([C:12](Cl)=[O:13])=[CH:10][CH:9]=[N:8]2)[CH:6]=[CH:5][CH:4]=[CH:3][CH:2]=1.[NH2:15][C:16]1[CH:17]=[C:18]([CH:31]=[CH:32][CH:33]=1)[C:19]([C:21]1[CH:29]=[C:28]2[C:24]([CH2:25][C:26](=[O:30])[NH:27]2)=[CH:23][CH:22]=1)=[O:20]. Given the product [O:30]=[C:26]1[CH2:25][C:24]2[C:28](=[CH:29][C:21]([C:19]([C:18]3[CH:17]=[C:16]([NH:15][C:12]([C:11]4[N:7]([C:1]5[CH:6]=[CH:5][CH:4]=[CH:3][CH:2]=5)[N:8]=[CH:9][CH:10]=4)=[O:13])[CH:33]=[CH:32][CH:31]=3)=[O:20])=[CH:22][CH:23]=2)[NH:27]1, predict the reactants needed to synthesize it.